From a dataset of Reaction yield outcomes from USPTO patents with 853,638 reactions. Predict the reaction yield, written as a fraction of the theoretical maximum amount of product (1.0 means a 100% yield; for example, 0.34 means a 34% yield). The reactants are [C:1]1([C:7]2[C:20]3[C:15](=[CH:16][CH:17]=[CH:18][CH:19]=3)[C:14](B(O)O)=[C:13]3[C:8]=2[CH:9]=[CH:10][CH:11]=[CH:12]3)[CH:6]=[CH:5][CH:4]=[CH:3][CH:2]=1.[Br:24][C:25]1[CH:26]=[C:27]([C:31]2[CH:36]=[CH:35][C:34](I)=[CH:33][CH:32]=2)[CH:28]=[CH:29][CH:30]=1.C(=O)([O-])[O-].[Na+].[Na+]. The catalyst is C1C=CC([P]([Pd]([P](C2C=CC=CC=2)(C2C=CC=CC=2)C2C=CC=CC=2)([P](C2C=CC=CC=2)(C2C=CC=CC=2)C2C=CC=CC=2)[P](C2C=CC=CC=2)(C2C=CC=CC=2)C2C=CC=CC=2)(C2C=CC=CC=2)C2C=CC=CC=2)=CC=1.C1(C)C=CC=CC=1. The product is [Br:24][C:25]1[CH:26]=[C:27]([C:31]2[CH:32]=[CH:33][C:34]([C:7]3[C:1]4[C:2]([C:14]([C:15]5[CH:16]=[CH:17][CH:18]=[CH:19][CH:20]=5)=[C:13]5[C:8]=3[CH:9]=[CH:10][CH:11]=[CH:12]5)=[CH:3][CH:4]=[CH:5][CH:6]=4)=[CH:35][CH:36]=2)[CH:28]=[CH:29][CH:30]=1. The yield is 0.650.